Dataset: Catalyst prediction with 721,799 reactions and 888 catalyst types from USPTO. Task: Predict which catalyst facilitates the given reaction. (1) Reactant: [CH3:1][N:2]([N:12]1[CH2:20][C:19]2[C:14](=[CH:15][CH:16]=[CH:17][C:18]=2[N+:21]([O-])=O)[C:13]1=[O:24])[C@H:3]([C:9]([OH:11])=[O:10])[CH2:4][CH2:5][C:6](=[O:8])[NH2:7]. Product: [CH3:1][N:2]([N:12]1[CH2:20][C:19]2[C:14](=[CH:15][CH:16]=[CH:17][C:18]=2[NH2:21])[C:13]1=[O:24])[C@H:3]([C:9]([OH:11])=[O:10])[CH2:4][CH2:5][C:6](=[O:8])[NH2:7]. The catalyst class is: 19. (2) Reactant: C([O:4][C:5]1[CH:10]=[C:9]([O:11][CH2:12][C:13]2[CH:18]=[CH:17][CH:16]=[CH:15][C:14]=2[C:19]#[N:20])[CH:8]=[C:7]([C:21]([NH:23][C:24]2[CH:29]=[CH:28][C:27]([N+:30]([O-:32])=[O:31])=[CH:26][N:25]=2)=[O:22])[CH:6]=1)(=O)C.C[O-].[Na+].Cl. Product: [N+:30]([C:27]1[CH:28]=[CH:29][C:24]([NH:23][C:21](=[O:22])[C:7]2[CH:6]=[C:5]([OH:4])[CH:10]=[C:9]([O:11][CH2:12][C:13]3[CH:18]=[CH:17][CH:16]=[CH:15][C:14]=3[C:19]#[N:20])[CH:8]=2)=[N:25][CH:26]=1)([O-:32])=[O:31]. The catalyst class is: 36. (3) The catalyst class is: 14. Product: [CH:3]1[C:11]2[C:10]3[CH:12]=[CH:13][CH:14]=[CH:15][C:9]=3[CH:8]=[CH:7][C:6]=2[NH:5][C:4]=1[C:16]([OH:18])=[O:17]. Reactant: [OH-].[K+].[CH:3]1[C:11]2[C:10]3[CH:12]=[CH:13][CH:14]=[CH:15][C:9]=3[CH:8]=[CH:7][C:6]=2[NH:5][C:4]=1[C:16]([O:18]CC)=[O:17]. (4) Reactant: [CH:1]1[C:2]([CH2:10][C@@H:11]([NH2:28])[CH2:12][C:13]([N:15]2[CH2:27][C:19]3=[N:20][N:21]=[C:22]([C:23]([F:26])([F:25])[F:24])[N:18]3[CH2:17][CH2:16]2)=[O:14])=[C:3]([F:9])[CH:4]=[C:5]([F:8])[C:6]=1[F:7].[CH:29]1[C:34](/[CH:35]=[CH:36]/[C:37]([OH:39])=[O:38])=[CH:33][CH:32]=[C:31]([OH:40])[CH:30]=1. Product: [CH:1]1[C:2]([CH2:10][C@@H:11]([NH2:28])[CH2:12][C:13]([N:15]2[CH2:27][C:19]3=[N:20][N:21]=[C:22]([C:23]([F:26])([F:25])[F:24])[N:18]3[CH2:17][CH2:16]2)=[O:14])=[C:3]([F:9])[CH:4]=[C:5]([F:8])[C:6]=1[F:7].[C:37]([O-:39])(=[O:38])/[CH:36]=[CH:35]/[C:34]1[CH:33]=[CH:32][C:31]([OH:40])=[CH:30][CH:29]=1. The catalyst class is: 8.